From a dataset of Reaction yield outcomes from USPTO patents with 853,638 reactions. Predict the reaction yield, written as a fraction of the theoretical maximum amount of product (1.0 means a 100% yield; for example, 0.34 means a 34% yield). The reactants are Br[C:2]1[CH:3]=[C:4]2[CH:10]=[CH:9][NH:8][C:5]2=[N:6][CH:7]=1.[CH3:11][C:12]1([CH3:28])[C:16]([CH3:18])([CH3:17])[O:15][B:14]([B:14]2[O:15][C:16]([CH3:18])([CH3:17])[C:12]([CH3:28])([CH3:11])[O:13]2)[O:13]1.C(Cl)Cl.CC([O-])=O.[K+]. The catalyst is O1CCOCC1. The product is [CH3:11][C:12]1([CH3:28])[C:16]([CH3:18])([CH3:17])[O:15][B:14]([C:2]2[CH:3]=[C:4]3[CH:10]=[CH:9][NH:8][C:5]3=[N:6][CH:7]=2)[O:13]1. The yield is 0.942.